This data is from Catalyst prediction with 721,799 reactions and 888 catalyst types from USPTO. The task is: Predict which catalyst facilitates the given reaction. (1) Reactant: [F:1][C:2]([F:19])([F:18])[O:3][C:4]1[CH:17]=[CH:16][C:7]([CH2:8][CH2:9][NH:10][C:11](=O)[O:12]CC)=[CH:6][CH:5]=1.O=P12OP3(OP(OP(O3)(O1)=O)(=O)O2)=O. Product: [F:1][C:2]([F:19])([F:18])[O:3][C:4]1[CH:17]=[C:16]2[C:7]([CH2:8][CH2:9][NH:10][C:11]2=[O:12])=[CH:6][CH:5]=1. The catalyst class is: 265. (2) Reactant: C([O:5][C:6]([C:8]1[C:13]([CH3:14])=[CH:12][C:11]([C:15]#[N:16])=[CH:10][N:9]=1)=[O:7])(C)(C)C.COC1C=CC=C(OC)C=1.C(O)(C(F)(F)F)=O. Product: [C:15]([C:11]1[CH:12]=[C:13]([CH3:14])[C:8]([C:6]([OH:7])=[O:5])=[N:9][CH:10]=1)#[N:16]. The catalyst class is: 11. (3) Reactant: C(Cl)(=O)C(Cl)=O.CS(C)=O.[CH3:11][C:12]([NH:20][C:21]([C:23]1[CH:28]=[CH:27][C:26]([N:29]2[CH2:32][CH:31]([OH:33])[CH2:30]2)=[C:25]([O:34][CH2:35][CH:36]2[CH2:38][CH2:37]2)[N:24]=1)=[O:22])([C:14]1[N:18]=[C:17]([CH3:19])[O:16][N:15]=1)[CH3:13].C(N(CC)CC)C. Product: [CH3:13][C:12]([NH:20][C:21]([C:23]1[CH:28]=[CH:27][C:26]([N:29]2[CH2:30][C:31](=[O:33])[CH2:32]2)=[C:25]([O:34][CH2:35][CH:36]2[CH2:37][CH2:38]2)[N:24]=1)=[O:22])([C:14]1[N:18]=[C:17]([CH3:19])[O:16][N:15]=1)[CH3:11]. The catalyst class is: 46. (4) Reactant: [CH3:1][C:2]1[CH:3]=[C:4]2[C:9](=[CH:10][CH:11]=1)[O:8][CH2:7][CH2:6][C:5]2=[O:12].CC1(C)N([Br:19])C(=O)N(Br)C1=O.N(C(C)(C)C#N)=NC(C)(C)C#N. Product: [Br:19][CH2:1][C:2]1[CH:3]=[C:4]2[C:9](=[CH:10][CH:11]=1)[O:8][CH2:7][CH2:6][C:5]2=[O:12]. The catalyst class is: 159. (5) Reactant: [O:1]1[C:5]2[CH:6]=[CH:7][CH:8]=[CH:9][C:4]=2[N:3]=[C:2]1[NH:10][C@@H:11]([CH2:15][CH:16]1[CH2:21][CH2:20][CH2:19][CH2:18][CH2:17]1)[C:12]([OH:14])=O.[CH3:22][O:23][C:24]1[CH:29]=[CH:28][C:27]([NH:30][CH2:31][CH2:32][NH2:33])=[CH:26][CH:25]=1.CCN(C(C)C)C(C)C.CN(C(ON1N=NC2C=CC=NC1=2)=[N+](C)C)C.F[P-](F)(F)(F)(F)F. Product: [O:1]1[C:5]2[CH:6]=[CH:7][CH:8]=[CH:9][C:4]=2[N:3]=[C:2]1[NH:10][C@@H:11]([CH2:15][CH:16]1[CH2:21][CH2:20][CH2:19][CH2:18][CH2:17]1)[C:12]([NH:33][CH2:32][CH2:31][NH:30][C:27]1[CH:28]=[CH:29][C:24]([O:23][CH3:22])=[CH:25][CH:26]=1)=[O:14]. The catalyst class is: 4.